This data is from Forward reaction prediction with 1.9M reactions from USPTO patents (1976-2016). The task is: Predict the product of the given reaction. (1) The product is: [F:18][C:15]1[CH:14]=[CH:13][CH:12]=[C:11]2[C:16]=1[CH:17]=[C:9]([C:4]1[N:3]=[C:2]([C:36]3[C:37]([N:39]([CH3:44])[S:40]([CH3:43])(=[O:42])=[O:41])=[CH:38][C:28]4[O:27][C:26]([C:23]5[CH:24]=[CH:25][C:20]([F:19])=[CH:21][CH:22]=5)=[C:30]([C:31]([NH:33][CH3:34])=[O:32])[C:29]=4[CH:35]=3)[CH:7]=[N:6][C:5]=1[OH:8])[NH:10]2. Given the reactants Br[C:2]1[N:3]=[C:4]([C:9]2[NH:10][C:11]3[C:16]([CH:17]=2)=[C:15]([F:18])[CH:14]=[CH:13][CH:12]=3)[C:5]([OH:8])=[N:6][CH:7]=1.[F:19][C:20]1[CH:25]=[CH:24][C:23]([C:26]2[O:27][C:28]3[CH:38]=[C:37]([N:39]([CH3:44])[S:40]([CH3:43])(=[O:42])=[O:41])[C:36](B4OC(C)(C)C(C)(C)O4)=[CH:35][C:29]=3[C:30]=2[C:31]([NH:33][CH3:34])=[O:32])=[CH:22][CH:21]=1, predict the reaction product. (2) Given the reactants C(OC(=O)[NH:7][CH2:8][CH2:9][CH2:10][N:11]1[C:20]2[CH:19]=[CH:18][C:17](I)=[CH:16][C:15]=2[C:14]2=[N:22][N:23](C3CCCCO3)[C:24]([CH3:25])=[C:13]2[C:12]1=[O:32])(C)(C)C.N[CH2:35][CH2:36]CN1C2C=CC(I)=CC=2C2=NNC(C)=C2C1=O, predict the reaction product. The product is: [NH2:7][CH2:8][CH2:9][CH2:10][N:11]1[C:20]2[CH:19]=[CH:18][C:17]([C:35]#[CH:36])=[CH:16][C:15]=2[C:14]2=[N:22][NH:23][C:24]([CH3:25])=[C:13]2[C:12]1=[O:32]. (3) Given the reactants Br[CH2:2][C:3]([O:5][CH2:6][CH3:7])=[O:4].[Br:8][C:9]1[C:10]([N:16]=[C:17](SC)[S:18][CH3:19])=[N:11][CH:12]=[C:13]([CH3:15])[CH:14]=1.C(N(CC)CC)C, predict the reaction product. The product is: [CH2:6]([O:5][C:3]([C:2]1[N:11]2[CH:12]=[C:13]([CH3:15])[CH:14]=[C:9]([Br:8])[C:10]2=[N:16][C:17]=1[S:18][CH3:19])=[O:4])[CH3:7].